From a dataset of Catalyst prediction with 721,799 reactions and 888 catalyst types from USPTO. Predict which catalyst facilitates the given reaction. (1) Reactant: [C:1]([O:5][C:6]([N:8]1[CH2:12][CH2:11][C@:10]([CH2:16][CH2:17][CH3:18])([C:13]([OH:15])=[O:14])[CH2:9]1)=[O:7])([CH3:4])([CH3:3])[CH3:2].[OH-].[Na+:20].CO.[Na]. Product: [Na+:20].[C:1]([O:5][C:6]([N:8]1[CH2:12][CH2:11][C@:10]([CH2:16][CH2:17][CH3:18])([C:13]([O-:15])=[O:14])[CH2:9]1)=[O:7])([CH3:4])([CH3:3])[CH3:2]. The catalyst class is: 32. (2) Reactant: [OH:1][CH2:2]/[CH:3]=[C:4](/[CH3:11])\[CH2:5][CH2:6][CH:7]=[C:8]([CH3:10])[CH3:9].CC(C(O)=O)CN.CC1(C)N([O])C(C)(C)CCC1. Product: [CH3:11]/[C:4](/[CH2:5][CH2:6][CH:7]=[C:8]([CH3:10])[CH3:9])=[CH:3]/[CH:2]=[O:1]. The catalyst class is: 4.